Dataset: Forward reaction prediction with 1.9M reactions from USPTO patents (1976-2016). Task: Predict the product of the given reaction. (1) Given the reactants [Br:1][C:2]1[CH:14]=[CH:13][C:12]2[C:11]3[C:6](=[CH:7][C:8]([Br:15])=[CH:9][CH:10]=3)[CH2:5][C:4]=2[CH:3]=1.[OH-].[Na+].Br[CH2:19][CH2:20][CH2:21][CH2:22][CH2:23][CH2:24][CH2:25][CH3:26], predict the reaction product. The product is: [Br:1][C:2]1[CH:14]=[CH:13][C:12]2[C:11]3[C:6](=[CH:7][C:8]([Br:15])=[CH:9][CH:10]=3)[C:5]([CH2:13][CH2:14][CH2:2][CH2:3][CH2:4][CH2:12][CH2:11][CH3:10])([CH2:19][CH2:20][CH2:21][CH2:22][CH2:23][CH2:24][CH2:25][CH3:26])[C:4]=2[CH:3]=1. (2) Given the reactants [O:1]1[CH:5]=[CH:4][N:3]=[CH:2]1.[Li]CCCC.[NH2:11][C:12]1[C:19](Br)=[CH:18][C:15]([C:16]#[N:17])=[CH:14][N:13]=1.[NH4+].[Cl-], predict the reaction product. The product is: [NH2:11][C:12]1[C:19]([C:2]2[O:1][CH:5]=[CH:4][N:3]=2)=[CH:18][C:15]([C:16]#[N:17])=[CH:14][N:13]=1. (3) Given the reactants [CH:1]([N:4]1[CH:8]=[N:7][N:6]=[C:5]1[C:9]1[S:10][C:11]2[CH2:12][CH2:13][O:14][C:15]3[CH:22]=[C:21]([CH:23]=O)[CH:20]=[CH:19][C:16]=3[C:17]=2[N:18]=1)([CH3:3])[CH3:2].[F:25][C:26]([F:30])([F:29])[CH2:27][NH2:28].C(O[BH-](OC(=O)C)OC(=O)C)(=O)C.[Na+], predict the reaction product. The product is: [CH:1]([N:4]1[CH:8]=[N:7][N:6]=[C:5]1[C:9]1[S:10][C:11]2[CH2:12][CH2:13][O:14][C:15]3[CH:22]=[C:21]([CH2:23][NH:28][CH2:27][C:26]([F:30])([F:29])[F:25])[CH:20]=[CH:19][C:16]=3[C:17]=2[N:18]=1)([CH3:3])[CH3:2]. (4) The product is: [Cl:21][C:15]1[C:16]([N:18]([CH3:20])[CH3:19])=[CH:17][C:12]2[O:11][CH:10]([C:22]([N:24]3[CH2:29][CH2:28][CH:27]([C:30]([F:39])([F:38])[C:31]4[CH:36]=[CH:35][C:34]([F:37])=[CH:33][CH:32]=4)[CH2:26][CH2:25]3)=[O:23])[CH2:9][NH:8][C:13]=2[CH:14]=1. Given the reactants C(OC([N:8]1[C:13]2[CH:14]=[C:15]([Cl:21])[C:16]([N:18]([CH3:20])[CH3:19])=[CH:17][C:12]=2[O:11][CH:10]([C:22]([N:24]2[CH2:29][CH2:28][C:27](C#N)([C:30]([F:39])([F:38])[C:31]3[CH:36]=[CH:35][C:34]([F:37])=[CH:33][CH:32]=3)[CH2:26][CH2:25]2)=[O:23])[CH2:9]1)=O)(C)(C)C.FC(F)(F)C(O)=O, predict the reaction product. (5) Given the reactants [Br:1][C:2]1[C:3]([CH3:8])=[N:4][CH:5]=[CH:6][CH:7]=1.[Br:9]N1C(=O)CCC1=O.C(OOC(=O)C1C=CC=CC=1)(=O)C1C=CC=CC=1, predict the reaction product. The product is: [Br:1][C:2]1[C:3]([CH2:8][Br:9])=[N:4][CH:5]=[CH:6][CH:7]=1. (6) Given the reactants [NH2:1][C:2]1[N:7]=[C:6]([OH:8])[CH:5]=[CH:4][C:3]=1[Br:9].[C:10]([O-])([O-])=O.[K+].[K+].CI, predict the reaction product. The product is: [Br:9][C:3]1[C:2]([NH2:1])=[N:7][C:6]([O:8][CH3:10])=[CH:5][CH:4]=1.